From a dataset of Full USPTO retrosynthesis dataset with 1.9M reactions from patents (1976-2016). Predict the reactants needed to synthesize the given product. (1) Given the product [C:11]1([N:10]2[C:5]3=[N:6][CH:7]=[CH:8][CH:9]=[C:4]3[CH:3]([CH:17]=[O:18])[CH:2]2[N:19]2[CH2:24][CH2:23][NH:22][CH2:21][CH2:20]2)[CH:16]=[CH:15][CH:14]=[CH:13][CH:12]=1, predict the reactants needed to synthesize it. The reactants are: Cl[CH:2]1[N:10]([C:11]2[CH:16]=[CH:15][CH:14]=[CH:13][CH:12]=2)[C:5]2=[N:6][CH:7]=[CH:8][CH:9]=[C:4]2[CH:3]1[CH:17]=[O:18].[NH:19]1[CH2:24][CH2:23][NH:22][CH2:21][CH2:20]1. (2) Given the product [CH3:1][C:2]([CH3:14])([CH3:13])[C:3]#[C:4][C:5]1[N:10]=[CH:9][C:19]([C:17]([OH:20])=[O:15])=[CH:7][N:6]=1, predict the reactants needed to synthesize it. The reactants are: [CH3:1][C:2]([CH3:14])([CH3:13])[C:3]#[C:4][C:5]1[N:10]=[CH:9]C(C#N)=[CH:7][N:6]=1.[OH-:15].[K+].[CH:17]([OH:20])([CH3:19])C. (3) Given the product [C:22]([C:15]1[CH:14]=[CH:13][C:12]([CH2:3][CH2:4][CH2:5][C:6]([O:8][CH2:9][CH3:10])=[O:7])=[C:20]2[C:16]=1[CH:17]=[CH:18][N:19]2[CH3:21])#[N:23], predict the reactants needed to synthesize it. The reactants are: Br[Zn][CH2:3][CH2:4][CH2:5][C:6]([O:8][CH2:9][CH3:10])=[O:7].Br[C:12]1[C:20]2[N:19]([CH3:21])[CH:18]=[CH:17][C:16]=2[C:15]([C:22]#[N:23])=[CH:14][CH:13]=1.C([O-])([O-])=O.[Cs+].[Cs+]. (4) Given the product [CH3:1][C:2]1([C:9]([OH:11])=[O:10])[CH2:7][CH2:6][C:5]([N:12]2[CH2:17][CH2:16][O:15][CH2:14][CH2:13]2)=[CH:4][CH2:3]1, predict the reactants needed to synthesize it. The reactants are: [CH3:1][C:2]1([C:9]([OH:11])=[O:10])[CH2:7][CH2:6][C:5](=O)[CH2:4][CH2:3]1.[NH:12]1[CH2:17][CH2:16][O:15][CH2:14][CH2:13]1. (5) Given the product [Cl:25][C:26]1[O:30][C:29]([C@@H:31]2[C:5]3=[C:6]4[N:7]([CH3:23])[C:8](=[O:22])[N:9]([CH3:21])[C:10](=[O:20])[C:11]4=[C:12]([C:13]4[CH:14]=[C:15]([CH3:19])[CH:16]=[CH:17][CH:18]=4)[N:4]3[CH2:3][C@H:2]([CH3:24])[O:1]2)=[CH:28][CH:27]=1, predict the reactants needed to synthesize it. The reactants are: [OH:1][C@@H:2]([CH3:24])[CH2:3][N:4]1[C:12]([C:13]2[CH:14]=[C:15]([CH3:19])[CH:16]=[CH:17][CH:18]=2)=[C:11]2[C:6]([N:7]([CH3:23])[C:8](=[O:22])[N:9]([CH3:21])[C:10]2=[O:20])=[CH:5]1.[Cl:25][C:26]1[O:30][C:29]([CH:31]=O)=[CH:28][CH:27]=1.